This data is from Reaction yield outcomes from USPTO patents with 853,638 reactions. The task is: Predict the reaction yield, written as a fraction of the theoretical maximum amount of product (1.0 means a 100% yield; for example, 0.34 means a 34% yield). (1) The reactants are [Cl:1][C:2]1[CH:7]=[CH:6][N:5]=[C:4]2[N:8]([Si:11]([CH:18]([CH3:20])[CH3:19])([CH:15]([CH3:17])[CH3:16])[CH:12]([CH3:14])[CH3:13])[CH:9]=[CH:10][C:3]=12.[Li]C(CC)C.Cl[C:27]([O:29][CH2:30][CH3:31])=[O:28]. The catalyst is C1COCC1. The product is [Cl:1][C:2]1[C:7]([C:27]([O:29][CH2:30][CH3:31])=[O:28])=[CH:6][N:5]=[C:4]2[N:8]([Si:11]([CH:15]([CH3:17])[CH3:16])([CH:18]([CH3:20])[CH3:19])[CH:12]([CH3:13])[CH3:14])[CH:9]=[CH:10][C:3]=12. The yield is 0.970. (2) The reactants are Cl[C:2]1[C:7]2[N:8]=[C:9]([C:13]3[C:14]([NH2:18])=[N:15][O:16][N:17]=3)[N:10]([CH2:11][CH3:12])[C:6]=2[CH:5]=[C:4]([Cl:19])[N:3]=1.[OH:20][C:21]([CH3:25])([C:23]#[CH:24])[CH3:22]. The catalyst is CN(C=O)C.CCN(CC)CC.[Cu]I. The product is [NH2:18][C:14]1[C:13]([C:9]2[N:10]([CH2:11][CH3:12])[C:6]3[CH:5]=[C:4]([Cl:19])[N:3]=[C:2]([C:24]#[C:23][C:21]([CH3:25])([OH:20])[CH3:22])[C:7]=3[N:8]=2)=[N:17][O:16][N:15]=1. The yield is 0.730. (3) The product is [CH3:20][C:15]1([CH3:21])[C:16]([CH3:19])([CH3:18])[O:17][B:13]([C:2]2[CH:7]=[CH:6][C:5]([N:8]3[CH:12]=[CH:11][CH:10]=[N:9]3)=[CH:4][CH:3]=2)[O:14]1. The catalyst is O1CCOCC1.CCOC(C)=O.C(=O)(O)[O-].[Na+].O.C1C=CC(P(C2C=CC=CC=2)[C-]2C=CC=C2)=CC=1.C1C=CC(P(C2C=CC=CC=2)[C-]2C=CC=C2)=CC=1.Cl[Pd]Cl.[Fe+2]. The yield is 1.00. The reactants are Br[C:2]1[CH:7]=[CH:6][C:5]([N:8]2[CH:12]=[CH:11][CH:10]=[N:9]2)=[CH:4][CH:3]=1.[B:13]1([B:13]2[O:17][C:16]([CH3:19])([CH3:18])[C:15]([CH3:21])([CH3:20])[O:14]2)[O:17][C:16]([CH3:19])([CH3:18])[C:15]([CH3:21])([CH3:20])[O:14]1.C([O-])(=O)C.[K+]. (4) The catalyst is O1CCCC1. The yield is 0.780. The reactants are C([O:3][C:4]([C:6]1[NH:7][C:8]2[C:13]([CH:14]=1)=[CH:12][C:11]([CH2:15][CH2:16][C:17](=O)[N:18]1[CH2:22][CH2:21][CH2:20][CH2:19]1)=[CH:10][CH:9]=2)=O)C.[H-].[Al+3].[Li+].[H-].[H-].[H-].O.[OH-].[Na+]. The product is [N:18]1([CH2:17][CH2:16][CH2:15][C:11]2[CH:12]=[C:13]3[C:8](=[CH:9][CH:10]=2)[NH:7][C:6]([CH2:4][OH:3])=[CH:14]3)[CH2:22][CH2:21][CH2:20][CH2:19]1. (5) The reactants are [CH3:1][N:2]1[C:8]([CH3:10])([CH3:9])[C:6](=[O:7])[NH:5][C:3]1=[O:4].C(=O)([O-])[O-].[K+].[K+].[CH3:17][O:18][CH2:19][O:20][C:21](=[CH2:24])[CH2:22]Cl. The catalyst is CN(C=O)C. The product is [CH3:1][N:2]1[C:8]([CH3:10])([CH3:9])[C:6](=[O:7])[N:5]([CH2:24][C:21]([O:20][CH2:19][O:18][CH3:17])=[CH2:22])[C:3]1=[O:4]. The yield is 0.890. (6) The reactants are [C:1]([O:7][CH2:8][C@H:9]([C:15]1[C:24]([CH3:25])=[CH:23][C:18]2[N:19]=[C:20]([NH2:22])[S:21][C:17]=2[C:16]=1Br)[O:10][C:11]([CH3:14])([CH3:13])[CH3:12])(=[O:6])[C:2]([CH3:5])([CH3:4])[CH3:3].C([O-])([O-])=O.[K+].[K+].[Cl:33][C:34]1[CH:39]=[CH:38][C:37](B(O)O)=[CH:36][CH:35]=1.O1CCOCC1. The catalyst is C1C=CC([P]([Pd]([P](C2C=CC=CC=2)(C2C=CC=CC=2)C2C=CC=CC=2)([P](C2C=CC=CC=2)(C2C=CC=CC=2)C2C=CC=CC=2)[P](C2C=CC=CC=2)(C2C=CC=CC=2)C2C=CC=CC=2)(C2C=CC=CC=2)C2C=CC=CC=2)=CC=1.O. The product is [C:1]([O:7][CH2:8][C@H:9]([C:15]1[C:24]([CH3:25])=[CH:23][C:18]2[N:19]=[C:20]([NH2:22])[S:21][C:17]=2[C:16]=1[C:37]1[CH:38]=[CH:39][C:34]([Cl:33])=[CH:35][CH:36]=1)[O:10][C:11]([CH3:14])([CH3:13])[CH3:12])(=[O:6])[C:2]([CH3:5])([CH3:4])[CH3:3]. The yield is 0.900. (7) The catalyst is O.O1CCOCC1.Cl[Pd](Cl)([P](C1C=CC=CC=1)(C1C=CC=CC=1)C1C=CC=CC=1)[P](C1C=CC=CC=1)(C1C=CC=CC=1)C1C=CC=CC=1. The product is [CH3:1][N:2]1[C:6]([C:7]([O:9][CH3:10])=[O:8])=[CH:5][C:4]([C:21]2[CH:26]=[CH:25][C:24]([C:27]([F:30])([F:29])[F:28])=[CH:23][CH:22]=2)=[N:3]1. The yield is 0.350. The reactants are [CH3:1][N:2]1[C:6]([C:7]([O:9][CH3:10])=[O:8])=[CH:5][C:4](B2OC(C)(C)C(C)(C)O2)=[N:3]1.Br[C:21]1[CH:26]=[CH:25][C:24]([C:27]([F:30])([F:29])[F:28])=[CH:23][CH:22]=1.C(=O)([O-])[O-].[Na+].[Na+].S([O-])([O-])(=O)=O.[Na+].[Na+].